This data is from Catalyst prediction with 721,799 reactions and 888 catalyst types from USPTO. The task is: Predict which catalyst facilitates the given reaction. (1) Reactant: [F:1][C:2]1([C:11]2[S:12][CH:13]=[C:14]([CH2:16][O:17][C:18]3[CH:23]=[CH:22][C:21]([S:24]([CH3:27])(=[O:26])=[O:25])=[CH:20][CH:19]=3)[N:15]=2)[CH2:7][CH2:6][N:5](C(O)=O)[CH2:4][CH2:3]1.C(OC(N1CCC(F)(C2SC=C(COC3C=CC(S(C)(=O)=O)=CC=3)N=2)CC1)=O)(C)(C)C.[ClH:59]. Product: [ClH:59].[F:1][C:2]1([C:11]2[S:12][CH:13]=[C:14]([CH2:16][O:17][C:18]3[CH:23]=[CH:22][C:21]([S:24]([CH3:27])(=[O:26])=[O:25])=[CH:20][CH:19]=3)[N:15]=2)[CH2:3][CH2:4][NH:5][CH2:6][CH2:7]1. The catalyst class is: 71. (2) Reactant: C([O:9][CH2:10][CH2:11][C:12]1[N:13]=[C:14]([C:18]2[CH:23]=[CH:22][C:21]([F:24])=[CH:20][CH:19]=2)[O:15][C:16]=1[CH3:17])(=O)C1C=CC=CC=1.[OH-].[Na+]. Product: [F:24][C:21]1[CH:20]=[CH:19][C:18]([C:14]2[O:15][C:16]([CH3:17])=[C:12]([CH2:11][CH2:10][OH:9])[N:13]=2)=[CH:23][CH:22]=1. The catalyst class is: 8. (3) Reactant: [CH3:1][C:2]([CH3:31])([O:4][C:5](=[O:30])[NH:6][CH2:7][CH2:8][O:9][CH2:10][CH2:11][O:12][CH2:13][CH2:14][CH2:15][N:16]([CH2:27][CH2:28][CH3:29])C(=O)OCC1C=CC=CC=1)[CH3:3]. Product: [CH2:27]([NH:16][CH2:15][CH2:14][CH2:13][O:12][CH2:11][CH2:10][O:9][CH2:8][CH2:7][NH:6][C:5](=[O:30])[O:4][C:2]([CH3:31])([CH3:3])[CH3:1])[CH2:28][CH3:29]. The catalyst class is: 19. (4) Reactant: [H-].[Al+3].[Li+].[H-].[H-].[H-].C([O:9][C:10]([C:12]1[S:16][C:15]([CH2:17][CH3:18])=[N:14][C:13]=1[CH3:19])=O)C.C(C(C(C([O-])=O)O)O)([O-])=O.[Na+].[K+]. Product: [CH2:17]([C:15]1[S:16][C:12]([CH2:10][OH:9])=[C:13]([CH3:19])[N:14]=1)[CH3:18]. The catalyst class is: 27.